This data is from Full USPTO retrosynthesis dataset with 1.9M reactions from patents (1976-2016). The task is: Predict the reactants needed to synthesize the given product. (1) Given the product [Br:1][C:2]1[N:3]([CH:31]([CH3:33])[CH3:32])[C:4]2[CH:10]([C:24]3[CH:25]=[CH:26][C:27]([Cl:30])=[CH:28][CH:29]=3)[N:11]([C:12]3[CH:13]=[C:14]([CH3:23])[C:15]4[N:16]([C:18]([CH2:21][F:22])=[N:19][N:20]=4)[CH:17]=3)[C:7](=[O:8])[C:5]=2[N:6]=1, predict the reactants needed to synthesize it. The reactants are: [Br:1][C:2]1[N:3]([CH:31]([CH3:33])[CH3:32])[C:4]([CH:10]([C:24]2[CH:29]=[CH:28][C:27]([Cl:30])=[CH:26][CH:25]=2)[NH:11][C:12]2[CH:13]=[C:14]([CH3:23])[C:15]3[N:16]([C:18]([CH2:21][F:22])=[N:19][N:20]=3)[CH:17]=2)=[C:5]([C:7](O)=[O:8])[N:6]=1.C([O-])(O)=O.[Na+]. (2) Given the product [CH3:49][C:39]1[CH:44]=[CH:43][C:42]([S:45]([O:31][C:12]2[C:13]3[CH2:19][N:18]([C:20]([NH:22][C:23]4[CH:28]=[CH:27][CH:26]=[C:25]([CH2:29][CH3:30])[CH:24]=4)=[O:21])[CH2:17][CH2:16][C:14]=3[N:15]=[C:10]([C:8]3[CH:7]=[CH:6][C:5]4[O:1][CH2:2][O:3][C:4]=4[CH:9]=3)[N:11]=2)(=[O:47])=[O:46])=[CH:41][CH:40]=1, predict the reactants needed to synthesize it. The reactants are: [O:1]1[C:5]2[CH:6]=[CH:7][C:8]([C:10]3[N:11]=[C:12]([OH:31])[C:13]4[CH2:19][N:18]([C:20]([NH:22][C:23]5[CH:28]=[CH:27][CH:26]=[C:25]([CH2:29][CH3:30])[CH:24]=5)=[O:21])[CH2:17][CH2:16][C:14]=4[N:15]=3)=[CH:9][C:4]=2[O:3][CH2:2]1.C(N(CC)CC)C.[C:39]1([CH3:49])[CH:44]=[CH:43][C:42]([S:45](Cl)(=[O:47])=[O:46])=[CH:41][CH:40]=1.[O-]S([O-])(=O)=O.[Na+].[Na+].